This data is from Forward reaction prediction with 1.9M reactions from USPTO patents (1976-2016). The task is: Predict the product of the given reaction. (1) Given the reactants [Cl:1][C:2]1[C:7]([O:8][CH2:9][C:10]([O:12]C(C)(C)C)=[O:11])=[CH:6][CH:5]=[C:4](I)[N:3]=1.[CH3:18][N:19]1[CH2:24][CH2:23][NH:22][CH2:21][CH2:20]1, predict the reaction product. The product is: [Cl:1][C:2]1[C:7]([O:8][CH2:9][C:10]([OH:12])=[O:11])=[CH:6][CH:5]=[C:4]([N:22]2[CH2:23][CH2:24][N:19]([CH3:18])[CH2:20][CH2:21]2)[N:3]=1. (2) Given the reactants [CH:1]([O:4][C:5](=[O:38])[NH:6][C:7]1[CH:12]=[CH:11][C:10]([C:13]2[N:14]([CH:34]3[CH2:37][CH2:36][CH2:35]3)[C:15]3[C:20]([C:21]=2[C:22]#[N:23])=[CH:19][CH:18]=[C:17]([O:24][CH2:25][CH2:26][CH:27]2[CH2:31][O:30]C(C)(C)[O:28]2)[CH:16]=3)=[CH:9][CH:8]=1)([CH3:3])[CH3:2].C(O)(C(F)(F)F)=O, predict the reaction product. The product is: [CH:1]([O:4][C:5](=[O:38])[NH:6][C:7]1[CH:8]=[CH:9][C:10]([C:13]2[N:14]([CH:34]3[CH2:35][CH2:36][CH2:37]3)[C:15]3[C:20]([C:21]=2[C:22]#[N:23])=[CH:19][CH:18]=[C:17]([O:24][CH2:25][CH2:26][CH:27]([OH:28])[CH2:31][OH:30])[CH:16]=3)=[CH:11][CH:12]=1)([CH3:3])[CH3:2]. (3) Given the reactants C(Cl)(=O)C.C([NH:8][C:9]1[CH:14]=[C:13]([C:15]2[CH:20]=[CH:19][C:18]([I:21])=[C:17]([F:22])[C:16]=2[F:23])[N:12]=[C:11]([C:24]([O:26][CH3:27])=[O:25])[C:10]=1[Cl:28])(=O)C, predict the reaction product. The product is: [NH2:8][C:9]1[CH:14]=[C:13]([C:15]2[CH:20]=[CH:19][C:18]([I:21])=[C:17]([F:22])[C:16]=2[F:23])[N:12]=[C:11]([C:24]([O:26][CH3:27])=[O:25])[C:10]=1[Cl:28]. (4) Given the reactants [K].[C:2]1(=[O:12])[NH:6][C:5](=[O:7])[C:4]2=[CH:8][CH:9]=[CH:10][CH:11]=[C:3]12.[CH2:13](Cl)[CH:14]=[CH2:15], predict the reaction product. The product is: [CH2:15]([N:6]1[C:2](=[O:12])[C:3]2=[CH:11][CH:10]=[CH:9][CH:8]=[C:4]2[C:5]1=[O:7])[CH:14]=[CH2:13]. (5) Given the reactants [C:1]12([C:11]3[CH:21]=[CH:20][C:14]([O:15][CH2:16][C:17]([OH:19])=O)=[CH:13][CH:12]=3)[CH2:10][CH:5]3[CH2:6][CH:7]([CH2:9][CH:3]([CH2:4]3)[CH2:2]1)[CH2:8]2.[CH3:22][O:23][C:24](=[O:32])[C:25]1[CH:30]=[CH:29][N:28]=[C:27]([NH2:31])[CH:26]=1.C1CN([P+](ON2N=NC3C=CC=CC2=3)(N2CCCC2)N2CCCC2)CC1.F[P-](F)(F)(F)(F)F, predict the reaction product. The product is: [CH3:22][O:23][C:24](=[O:32])[C:25]1[CH:30]=[CH:29][N:28]=[C:27]([NH:31][C:17](=[O:19])[CH2:16][O:15][C:14]2[CH:20]=[CH:21][C:11]([C:1]34[CH2:8][CH:7]5[CH2:6][CH:5]([CH2:4][CH:3]([CH2:9]5)[CH2:2]3)[CH2:10]4)=[CH:12][CH:13]=2)[CH:26]=1. (6) Given the reactants [Br:1][C:2]1[CH:3]=[C:4]([Cl:14])[C:5]([C:9]([O:11][CH2:12][CH3:13])=[O:10])=[N+:6]([O-])[CH:7]=1.FC(F)(F)C(OC(=O)C(F)(F)F)=[O:18], predict the reaction product. The product is: [Br:1][C:2]1[C:7](=[O:18])[NH:6][C:5]([C:9]([O:11][CH2:12][CH3:13])=[O:10])=[C:4]([Cl:14])[CH:3]=1. (7) Given the reactants S(Cl)(Cl)=O.[Br:5][C:6]1[CH:7]=[C:8]([C:13](=[O:29])[CH2:14][C:15]([C:21]2[CH:26]=[C:25]([Cl:27])[CH:24]=[C:23]([Cl:28])[CH:22]=2)(O)[C:16]([F:19])([F:18])[F:17])[CH:9]=[CH:10][C:11]=1[F:12].N1C=CC=CC=1.Cl, predict the reaction product. The product is: [Br:5][C:6]1[CH:7]=[C:8]([C:13](=[O:29])[CH:14]=[C:15]([C:21]2[CH:22]=[C:23]([Cl:28])[CH:24]=[C:25]([Cl:27])[CH:26]=2)[C:16]([F:17])([F:18])[F:19])[CH:9]=[CH:10][C:11]=1[F:12]. (8) Given the reactants [F:1][C:2]([F:30])([F:29])[C:3]1[CH:4]=[C:5]([CH:22]=[C:23]([C:25]([F:28])([F:27])[F:26])[CH:24]=1)[CH2:6][CH:7]1[C:12]2[C:13](=[O:21])[N:14](Cl)[CH:15]=[C:16]([S:18][CH3:19])[O:17][C:11]=2[NH:10][CH2:9][NH:8]1.[CH3:31][C:32]1[CH:37]=[CH:36][CH:35]=[CH:34][C:33]=1B(O)O, predict the reaction product. The product is: [F:1][C:2]([F:30])([F:29])[C:3]1[CH:4]=[C:5]([CH:22]=[C:23]([C:25]([F:28])([F:27])[F:26])[CH:24]=1)[CH2:6][CH:7]1[C:12]2[C:13](=[O:21])[N:14]([C:33]3[CH:34]=[CH:35][CH:36]=[CH:37][C:32]=3[CH3:31])[CH:15]=[C:16]([S:18][CH3:19])[O:17][C:11]=2[NH:10][CH2:9][NH:8]1. (9) The product is: [I-:27].[C:1]([O:5][C:6]([N:8]1[CH2:17][CH2:16][C:15]2[C:10](=[C:11]([C:20]3[CH:25]=[CH:24][N+:23]([CH3:26])=[CH:22][CH:21]=3)[CH:12]=[CH:13][C:14]=2[O:18][CH3:19])[CH2:9]1)=[O:7])([CH3:4])([CH3:2])[CH3:3]. Given the reactants [C:1]([O:5][C:6]([N:8]1[CH2:17][CH2:16][C:15]2[C:10](=[C:11]([C:20]3[CH:25]=[CH:24][N:23]=[CH:22][CH:21]=3)[CH:12]=[CH:13][C:14]=2[O:18][CH3:19])[CH2:9]1)=[O:7])([CH3:4])([CH3:3])[CH3:2].[CH3:26][I:27], predict the reaction product.